Dataset: Full USPTO retrosynthesis dataset with 1.9M reactions from patents (1976-2016). Task: Predict the reactants needed to synthesize the given product. (1) Given the product [CH3:50][C:48]([O:51][C@H:52]([CH3:59])[C@@H:53]([C:55]([O:57][CH3:58])=[O:56])[NH:54][C:40]([C:37]1[CH:38]=[CH:39][C:34]([C:28]2[CH:29]=[CH:30][C:31]([O:32][CH3:33])=[C:26]([F:25])[CH:27]=2)=[CH:35][C:36]=1[N+:43]([O-:45])=[O:44])=[O:42])([CH3:47])[CH3:49], predict the reactants needed to synthesize it. The reactants are: CN(C(ON1N=NC2C=CC=NC1=2)=[N+](C)C)C.F[P-](F)(F)(F)(F)F.[F:25][C:26]1[CH:27]=[C:28]([C:34]2[CH:39]=[CH:38][C:37]([C:40]([OH:42])=O)=[C:36]([N+:43]([O-:45])=[O:44])[CH:35]=2)[CH:29]=[CH:30][C:31]=1[O:32][CH3:33].Cl.[CH3:47][C:48]([O:51][C@H:52]([CH3:59])[C@@H:53]([C:55]([O:57][CH3:58])=[O:56])[NH2:54])([CH3:50])[CH3:49].C(N(C(C)C)CC)(C)C. (2) The reactants are: [Cl:1][C:2]1[CH:7]=[CH:6][C:5]([S:8]([C:11]2[C:19]3[C:14](=[CH:15][CH:16]=[C:17]([F:20])[CH:18]=3)[NH:13][C:12]=2[C:21](O)=[O:22])(=[O:10])=[O:9])=[CH:4][CH:3]=1.[CH2:24]([CH:31]1[CH2:36][CH2:35][NH:34][CH2:33][CH2:32]1)[C:25]1[CH:30]=[CH:29][CH:28]=[CH:27][CH:26]=1.CN(C(ON1N=NC2C=CC=NC1=2)=[N+](C)C)C.F[P-](F)(F)(F)(F)F.CCN(C(C)C)C(C)C. Given the product [CH2:24]([CH:31]1[CH2:36][CH2:35][N:34]([C:21]([C:12]2[NH:13][C:14]3[C:19]([C:11]=2[S:8]([C:5]2[CH:6]=[CH:7][C:2]([Cl:1])=[CH:3][CH:4]=2)(=[O:10])=[O:9])=[CH:18][C:17]([F:20])=[CH:16][CH:15]=3)=[O:22])[CH2:33][CH2:32]1)[C:25]1[CH:30]=[CH:29][CH:28]=[CH:27][CH:26]=1, predict the reactants needed to synthesize it.